From a dataset of Catalyst prediction with 721,799 reactions and 888 catalyst types from USPTO. Predict which catalyst facilitates the given reaction. Reactant: CN(C(ON1N=NC2C=CC=NC1=2)=[N+](C)C)C.F[P-](F)(F)(F)(F)F.[C:25]([O:29][C:30]([NH:32][C@@H:33]([C@H:45]([CH3:53])[CH2:46][CH:47]([CH3:52])[CH2:48][CH2:49][CH:50]=[CH2:51])[C:34]([N:36]1[CH2:40][C@H:39]([OH:41])[CH2:38][C@H:37]1[C:42](O)=[O:43])=[O:35])=[O:31])([CH3:28])([CH3:27])[CH3:26].Cl.[NH2:55][C@:56]1([C:61]([O:63][CH3:64])=[O:62])[CH2:58][C@H:57]1[CH:59]=[CH2:60].CCN(C(C)C)C(C)C. Product: [C:25]([O:29][C:30]([NH:32][C@@H:33]([C@H:45]([CH3:53])[CH2:46][CH:47]([CH3:52])[CH2:48][CH2:49][CH:50]=[CH2:51])[C:34]([N:36]1[CH2:40][C@H:39]([OH:41])[CH2:38][C@H:37]1[C:42]([NH:55][C@:56]1([C:61]([O:63][CH3:64])=[O:62])[CH2:58][C@H:57]1[CH:59]=[CH2:60])=[O:43])=[O:35])=[O:31])([CH3:28])([CH3:27])[CH3:26]. The catalyst class is: 2.